From a dataset of Reaction yield outcomes from USPTO patents with 853,638 reactions. Predict the reaction yield, written as a fraction of the theoretical maximum amount of product (1.0 means a 100% yield; for example, 0.34 means a 34% yield). The reactants are [NH2:1]/[C:2](/[CH3:11])=[CH:3]\[C:4]([O:6][C:7]([CH3:10])([CH3:9])[CH3:8])=[O:5].[F:12][C:13]([F:23])([F:22])[C:14]1[C:15](=[O:21])[CH:16]=[CH:17][C:18](=O)[CH:19]=1.C(Cl)Cl. The catalyst is CCO. The product is [OH:21][C:15]1[C:14]([C:13]([F:12])([F:22])[F:23])=[C:19]2[C:18](=[CH:17][CH:16]=1)[NH:1][C:2]([CH3:11])=[C:3]2[C:4]([O:6][C:7]([CH3:10])([CH3:9])[CH3:8])=[O:5]. The yield is 0.660.